Dataset: NCI-60 drug combinations with 297,098 pairs across 59 cell lines. Task: Regression. Given two drug SMILES strings and cell line genomic features, predict the synergy score measuring deviation from expected non-interaction effect. (1) Drug 1: C1CC(=O)NC(=O)C1N2CC3=C(C2=O)C=CC=C3N. Drug 2: C1CN1P(=S)(N2CC2)N3CC3. Cell line: IGROV1. Synergy scores: CSS=32.1, Synergy_ZIP=6.41, Synergy_Bliss=13.0, Synergy_Loewe=15.4, Synergy_HSA=16.2. (2) Cell line: A498. Drug 1: CC1=CC2C(CCC3(C2CCC3(C(=O)C)OC(=O)C)C)C4(C1=CC(=O)CC4)C. Synergy scores: CSS=5.97, Synergy_ZIP=3.56, Synergy_Bliss=0.386, Synergy_Loewe=1.13, Synergy_HSA=1.16. Drug 2: CC(C)(C#N)C1=CC(=CC(=C1)CN2C=NC=N2)C(C)(C)C#N. (3) Drug 1: C1=CC(=CC=C1CCC2=CNC3=C2C(=O)NC(=N3)N)C(=O)NC(CCC(=O)O)C(=O)O. Drug 2: COC1=CC(=CC(=C1O)OC)C2C3C(COC3=O)C(C4=CC5=C(C=C24)OCO5)OC6C(C(C7C(O6)COC(O7)C8=CC=CS8)O)O. Cell line: OVCAR-8. Synergy scores: CSS=29.2, Synergy_ZIP=-1.19, Synergy_Bliss=-3.21, Synergy_Loewe=1.27, Synergy_HSA=3.56.